Dataset: Forward reaction prediction with 1.9M reactions from USPTO patents (1976-2016). Task: Predict the product of the given reaction. (1) Given the reactants Br[C:2]1[CH:14]=[CH:13][C:12]2[C:11]3[C:6](=[CH:7][C:8](Br)=[CH:9][CH:10]=3)[N:5](CCCCCCCC)[C:4]=2[CH:3]=1.C1C2NC3C(=CC=CC=3)C=2C=CC=1B1OC(C)(C)C(C)(C)O1.C([O-])([O-])=O.[K+].[K+], predict the reaction product. The product is: [CH:3]1[C:4]2[NH:5][C:6]3[C:11](=[CH:10][CH:9]=[CH:8][CH:7]=3)[C:12]=2[CH:13]=[CH:14][CH:2]=1. (2) Given the reactants [CH2:1]([OH:6])[CH2:2][CH2:3][CH2:4][OH:5].[C:7]([OH:14])(=[O:13])[CH2:8][CH2:9][C:10]([OH:12])=O, predict the reaction product. The product is: [C:10]1(=[O:12])[O:14][C:7](=[O:13])[CH2:8][CH2:9]1.[C:1]1(=[O:6])[O:5][CH2:4][CH2:3][CH2:2]1. (3) Given the reactants [ClH:1].C(OCC)C.[CH3:7][NH:8][C:9]1[N:10]=[C:11]([NH:25][CH2:26][CH2:27][CH3:28])[C:12]2[N:18]=[C:17]([NH:19][CH3:20])[N:16]=[C:15]([NH:21][CH2:22][CH2:23][CH3:24])[C:13]=2[N:14]=1, predict the reaction product. The product is: [ClH:1].[CH3:20][NH:19][C:17]1[N:16]=[C:15]([NH:21][CH2:22][CH2:23][CH3:24])[C:13]2[N:14]=[C:9]([NH:8][CH3:7])[N:10]=[C:11]([NH:25][CH2:26][CH2:27][CH3:28])[C:12]=2[N:18]=1. (4) Given the reactants [Cl:1][C:2]1[S:6][C:5]([S:7]([N:10]([CH2:14][C:15]([OH:17])=O)[CH:11]([CH3:13])[CH3:12])(=[O:9])=[O:8])=[CH:4][CH:3]=1.CN(C(ON1N=NC2C=CC=NC1=2)=[N+](C)C)C.F[P-](F)(F)(F)(F)F.CCN(C(C)C)C(C)C.Cl.[F:52][C:53]([F:69])([F:68])[C:54]1[CH:59]=[CH:58][C:57]([C:60]2[N:65]=[CH:64][N:63]=[C:62]([CH2:66][NH2:67])[CH:61]=2)=[CH:56][CH:55]=1, predict the reaction product. The product is: [Cl:1][C:2]1[S:6][C:5]([S:7]([N:10]([CH:11]([CH3:12])[CH3:13])[CH2:14][C:15]([NH:67][CH2:66][C:62]2[CH:61]=[C:60]([C:57]3[CH:56]=[CH:55][C:54]([C:53]([F:69])([F:68])[F:52])=[CH:59][CH:58]=3)[N:65]=[CH:64][N:63]=2)=[O:17])(=[O:8])=[O:9])=[CH:4][CH:3]=1. (5) Given the reactants [BH4-].[Na+].[CH2:3]([N+:10]1[CH:15]=[CH:14][C:13]([C:16]2[O:17][C:18]([CH3:21])=[CH:19][N:20]=2)=[CH:12][CH:11]=1)[C:4]1[CH:9]=[CH:8][CH:7]=[CH:6][CH:5]=1, predict the reaction product. The product is: [CH2:3]([N:10]1[CH2:11][CH:12]=[C:13]([C:16]2[O:17][C:18]([CH3:21])=[CH:19][N:20]=2)[CH2:14][CH2:15]1)[C:4]1[CH:5]=[CH:6][CH:7]=[CH:8][CH:9]=1.